From a dataset of Full USPTO retrosynthesis dataset with 1.9M reactions from patents (1976-2016). Predict the reactants needed to synthesize the given product. (1) The reactants are: [N+:1]([C:4]1[CH:9]=[CH:8][C:7]([NH:10][CH2:11][CH2:12][NH:13][C:14](=[O:19])[C:15]([F:18])([F:17])[F:16])=[C:6]([CH3:20])[CH:5]=1)([O-])=O.CO.Cl. Given the product [NH2:1][C:4]1[CH:9]=[CH:8][C:7]([NH:10][CH2:11][CH2:12][NH:13][C:14](=[O:19])[C:15]([F:16])([F:17])[F:18])=[C:6]([CH3:20])[CH:5]=1, predict the reactants needed to synthesize it. (2) Given the product [CH2:10]([O:17][C:18]1[CH:19]=[C:20]([CH:23]=[CH:24][CH:25]=1)[CH:21]=[N:9][C@@H:2]([CH3:1])[C:3]1[CH:8]=[CH:7][CH:6]=[CH:5][CH:4]=1)[C:11]1[CH:12]=[CH:13][CH:14]=[CH:15][CH:16]=1, predict the reactants needed to synthesize it. The reactants are: [CH3:1][C@H:2]([NH2:9])[C:3]1[CH:8]=[CH:7][CH:6]=[CH:5][CH:4]=1.[CH2:10]([O:17][C:18]1[CH:19]=[C:20]([CH:23]=[CH:24][CH:25]=1)[CH:21]=O)[C:11]1[CH:16]=[CH:15][CH:14]=[CH:13][CH:12]=1. (3) The reactants are: Cl[C:2]1[CH:7]=[C:6]([CH3:8])[C:5]([N+:9]([O-:11])=[O:10])=[CH:4][N:3]=1.[CH3:12][O-:13].[Na+].[Cl-].[NH4+]. Given the product [CH3:12][O:13][C:2]1[CH:7]=[C:6]([CH3:8])[C:5]([N+:9]([O-:11])=[O:10])=[CH:4][N:3]=1, predict the reactants needed to synthesize it.